From a dataset of Full USPTO retrosynthesis dataset with 1.9M reactions from patents (1976-2016). Predict the reactants needed to synthesize the given product. (1) Given the product [Br:1][C:2]1[CH:3]=[N:4][C:5]2[N:6]([N:8]=[C:9]([C:11]([N:19]3[CH2:18][CH2:17][N:16]4[C:20]([C:23]#[N:24])=[CH:21][CH:22]=[C:15]4[CH2:14]3)=[O:13])[CH:10]=2)[CH:7]=1, predict the reactants needed to synthesize it. The reactants are: [Br:1][C:2]1[CH:3]=[N:4][C:5]2[N:6]([N:8]=[C:9]([C:11]([OH:13])=O)[CH:10]=2)[CH:7]=1.[CH2:14]1[NH:19][CH2:18][CH2:17][N:16]2[C:20]([C:23]#[N:24])=[CH:21][CH:22]=[C:15]12. (2) Given the product [F:29][C:2]([F:1])([F:28])[C:3]([C:5]1[CH:13]=[CH:12][CH:11]=[C:10]2[C:6]=1[CH2:7][CH2:8][C@H:9]2[O:14][C:15]1[CH:27]=[CH:26][C:18]2[C@H:19]([CH2:22][C:23]([OH:25])=[O:24])[CH2:20][O:21][C:17]=2[CH:16]=1)([OH:4])[CH3:30], predict the reactants needed to synthesize it. The reactants are: [F:1][C:2]([F:29])([F:28])[C:3]([C:5]1[CH:13]=[CH:12][CH:11]=[C:10]2[C:6]=1[CH2:7][CH2:8][C@H:9]2[O:14][C:15]1[CH:27]=[CH:26][C:18]2[C@H:19]([CH2:22][C:23]([OH:25])=[O:24])[CH2:20][O:21][C:17]=2[CH:16]=1)=[O:4].[CH3:30][Mg]Br.